Dataset: Forward reaction prediction with 1.9M reactions from USPTO patents (1976-2016). Task: Predict the product of the given reaction. (1) Given the reactants Br[C:2]1[C:10]2[N:9]3[CH2:11][CH2:12][NH:13][C:14](=[O:15])[C:8]3=[C:7]([CH3:16])[C:6]=2[CH:5]=[C:4]([Cl:17])[CH:3]=1.[Cl:18][C:19]1[CH:24]=[CH:23][C:22](B(O)O)=[CH:21][C:20]=1[F:28], predict the reaction product. The product is: [Cl:17][C:4]1[CH:3]=[C:2]([C:22]2[CH:23]=[CH:24][C:19]([Cl:18])=[C:20]([F:28])[CH:21]=2)[C:10]2[N:9]3[CH2:11][CH2:12][NH:13][C:14](=[O:15])[C:8]3=[C:7]([CH3:16])[C:6]=2[CH:5]=1. (2) Given the reactants [N:1]1([C:7]2[CH:8]=[CH:9][C:10]3[N:11]([C:13]([C:16]([F:19])([F:18])[F:17])=[N:14][N:15]=3)[N:12]=2)[CH2:6][CH2:5][NH:4][CH2:3][CH2:2]1.[NH:20]1[C:28]2[C:23](=[CH:24][CH:25]=[CH:26][CH:27]=2)[C:22]([CH:29]=O)=[CH:21]1, predict the reaction product. The product is: [NH:20]1[C:28]2[C:23](=[CH:24][CH:25]=[CH:26][CH:27]=2)[C:22]([CH2:29][N:4]2[CH2:3][CH2:2][N:1]([C:7]3[CH:8]=[CH:9][C:10]4[N:11]([C:13]([C:16]([F:17])([F:18])[F:19])=[N:14][N:15]=4)[N:12]=3)[CH2:6][CH2:5]2)=[CH:21]1. (3) Given the reactants [C:1]1([CH2:7][C:8]([NH:10][C@H:11]([C:13]([OH:15])=O)[CH3:12])=[O:9])[CH:6]=[CH:5][CH:4]=[CH:3][CH:2]=1.Cl.[CH3:17][O:18][C:19](=[O:34])[C@H:20]([CH2:22][CH2:23][CH2:24][CH2:25][NH:26][C:27]([O:29][C:30]([CH3:33])([CH3:32])[CH3:31])=[O:28])[NH2:21].C(Cl)Cl.CO.[NH4+].[OH-], predict the reaction product. The product is: [CH3:17][O:18][C:19](=[O:34])[C@H:20]([CH2:22][CH2:23][CH2:24][CH2:25][NH:26][C:27]([O:29][C:30]([CH3:32])([CH3:31])[CH3:33])=[O:28])[NH:21][C:13](=[O:15])[C@H:11]([CH3:12])[NH:10][C:8](=[O:9])[CH2:7][C:1]1[CH:2]=[CH:3][CH:4]=[CH:5][CH:6]=1. (4) Given the reactants [NH2:1][C:2]1[N:6]([C:7]2[CH:12]=[C:11]([S:13][CH3:14])[N:10]=[C:9]([CH3:15])[N:8]=2)[N:5]=[C:4]([C:16]2[CH:25]=[CH:24][C:19]([C:20]([O:22][CH3:23])=[O:21])=[CH:18][CH:17]=2)[CH:3]=1.Br[C:27]1[CH:28]=[C:29]([OH:33])[CH:30]=[CH:31][CH:32]=1.CC1(C)C2C(=C(P(C3C=CC=CC=3)C3C=CC=CC=3)C=CC=2)OC2C(P(C3C=CC=CC=3)C3C=CC=CC=3)=CC=CC1=2.C(=O)([O-])[O-].[Cs+].[Cs+], predict the reaction product. The product is: [OH:33][C:29]1[CH:28]=[C:27]([NH:1][C:2]2[N:6]([C:7]3[CH:12]=[C:11]([S:13][CH3:14])[N:10]=[C:9]([CH3:15])[N:8]=3)[N:5]=[C:4]([C:16]3[CH:17]=[CH:18][C:19]([C:20]([O:22][CH3:23])=[O:21])=[CH:24][CH:25]=3)[CH:3]=2)[CH:32]=[CH:31][CH:30]=1. (5) The product is: [OH:1][C:2]([CH:9]1[CH2:13][CH2:12][N:11]([C:14]([O:16][C:17]([CH3:20])([CH3:19])[CH3:18])=[O:15])[CH2:10]1)([C:4]1[S:5][C:6]([C:22]2[CH:23]=[C:24]([CH3:39])[CH:25]=[C:26]([NH:28][C:29]3[CH:34]=[C:33]([C:35]([F:36])([F:37])[F:38])[CH:32]=[CH:31][N:30]=3)[N:27]=2)=[CH:7][N:8]=1)[CH3:3]. Given the reactants [OH:1][C:2]([CH:9]1[CH2:13][CH2:12][N:11]([C:14]([O:16][C:17]([CH3:20])([CH3:19])[CH3:18])=[O:15])[CH2:10]1)([C:4]1[S:5][CH:6]=[CH:7][N:8]=1)[CH3:3].Br[C:22]1[N:27]=[C:26]([NH:28][C:29]2[CH:34]=[C:33]([C:35]([F:38])([F:37])[F:36])[CH:32]=[CH:31][N:30]=2)[CH:25]=[C:24]([CH3:39])[CH:23]=1.C(P(C12CC3CC(CC(C3)C1)C2)C12CC3CC(CC(C3)C1)C2)CCC.C(O)(=O)C(C)(C)C.C(=O)([O-])[O-].[K+].[K+], predict the reaction product. (6) The product is: [Cl:1][C:2]1[CH:8]=[CH:7][CH:6]=[C:4]([NH2:5])[C:3]=1[NH2:9]. Given the reactants [Cl:1][C:2]1[C:3]([N+:9]([O-])=O)=[C:4]([CH:6]=[CH:7][CH:8]=1)[NH2:5].Cl.C(O)C.O.O.[Sn](Cl)Cl.[OH-].[K+], predict the reaction product. (7) Given the reactants [CH3:1][O:2][C:3](=[O:45])[CH:4]([NH:29][C:30](=[O:44])[CH:31]([CH2:39][S:40][C:41](=[O:43])[CH3:42])[CH2:32][C:33]1[CH:38]=[CH:37][CH:36]=[CH:35][CH:34]=1)[CH2:5][NH:6][C:7](=[O:28])[CH2:8][CH2:9][CH:10]([NH:20]C(OC(C)(C)C)=O)[C:11]([N:13]1[CH2:17][CH2:16][CH2:15][CH:14]1[C:18]#[N:19])=[O:12].O, predict the reaction product. The product is: [CH3:1][O:2][C:3](=[O:45])[CH:4]([NH:29][C:30](=[O:44])[CH:31]([CH2:39][S:40][C:41](=[O:43])[CH3:42])[CH2:32][C:33]1[CH:34]=[CH:35][CH:36]=[CH:37][CH:38]=1)[CH2:5][NH:6][C:7](=[O:28])[CH2:8][CH2:9][CH:10]([NH2:20])[C:11]([N:13]1[CH2:17][CH2:16][CH2:15][CH:14]1[C:18]#[N:19])=[O:12]. (8) The product is: [Si:42]([O:30][CH2:29][C@H:22]1[O:21][C:20]([C:14]2[CH:15]=[CH:16][C:17]([CH2:18][CH3:19])=[C:12]([CH2:11][C:8]3[CH:9]=[CH:10][C:2]4[O:1][CH2:6][CH2:5][O:4][C:3]=4[CH:7]=3)[CH:13]=2)([O:31][CH3:32])[C@H:25]([OH:26])[C@@H:24]([OH:27])[C@@H:23]1[OH:28])([C:39]([CH3:41])([CH3:40])[CH3:38])([CH3:44])[CH3:43]. Given the reactants [O:1]1[CH2:6][CH2:5][O:4][C:3]2[CH:7]=[C:8]([CH2:11][C:12]3[CH:13]=[C:14]([C:20]4([O:31][CH3:32])[C@H:25]([OH:26])[C@@H:24]([OH:27])[C@H:23]([OH:28])[C@@H:22]([CH2:29][OH:30])[O:21]4)[CH:15]=[CH:16][C:17]=3[CH2:18][CH3:19])[CH:9]=[CH:10][C:2]1=2.N1C=CN=C1.[CH3:38][C:39]([Si:42](Cl)([CH3:44])[CH3:43])([CH3:41])[CH3:40].[Cl-].[NH4+], predict the reaction product. (9) Given the reactants [NH2:1][C:2]1[N:3]=[C:4]([NH:17][CH:18]2[CH2:23][CH2:22][NH:21][CH2:20][CH2:19]2)[S:5][C:6]=1[C:7]([C:9]1[C:14]([F:15])=[CH:13][CH:12]=[CH:11][C:10]=1[F:16])=[O:8].[CH3:24][S:25](Cl)(=[O:27])=[O:26].C(N(CC)C(C)C)C, predict the reaction product. The product is: [NH2:1][C:2]1[N:3]=[C:4]([NH:17][CH:18]2[CH2:23][CH2:22][N:21]([S:25]([CH3:24])(=[O:27])=[O:26])[CH2:20][CH2:19]2)[S:5][C:6]=1[C:7]([C:9]1[C:14]([F:15])=[CH:13][CH:12]=[CH:11][C:10]=1[F:16])=[O:8].